From a dataset of Forward reaction prediction with 1.9M reactions from USPTO patents (1976-2016). Predict the product of the given reaction. (1) Given the reactants [Br:1][C:2]1[CH:9]=[CH:8][C:5]([C:6]#[N:7])=[C:4]([OH:10])[CH:3]=1.[H-].[Na+], predict the reaction product. The product is: [Br:1][C:2]1[CH:9]=[CH:8][C:5]([C:6]#[N:7])=[C:4]([O:10][CH2:9][CH2:2][CH2:3][CH3:4])[CH:3]=1. (2) Given the reactants [Br:1][C:2]1[CH:10]=[C:9]2[C:5]([CH2:6][C:7]3([CH2:29][CH2:28][CH:27]([O:30][CH3:31])[CH2:26][CH2:25]3)[C:8]2([NH:15][C@@H](C2C=CC=CC=2)CO)[C:11]([O:13][CH3:14])=[O:12])=[CH:4][CH:3]=1, predict the reaction product. The product is: [NH2:15][C:8]1([C:11]([O:13][CH3:14])=[O:12])[C:9]2[C:5](=[CH:4][CH:3]=[C:2]([Br:1])[CH:10]=2)[CH2:6][C:7]21[CH2:25][CH2:26][CH:27]([O:30][CH3:31])[CH2:28][CH2:29]2. (3) Given the reactants N[C:2]1[CH:7]=[C:6](C)[CH:5]=[CH:4][N:3]=1.N[C:10]1[CH:15]=[CH:14][C:13](C)=[CH:12][N:11]=1.C(O[C:22]([N:24]1CCC(=O)CC1)=O)(C)(C)C, predict the reaction product. The product is: [NH:11]1[CH2:12][CH2:13][CH:14]([NH:24][CH2:22][C:2]2[CH:7]=[CH:6][CH:5]=[CH:4][N:3]=2)[CH2:15][CH2:10]1. (4) Given the reactants [CH3:1][O:2][C:3]1[CH:4]=[C:5]([C:11](=[O:19])[CH:12]=[CH:13][C:14]([O:16][CH2:17][CH3:18])=[O:15])[CH:6]=[CH:7][C:8]=1[O:9][CH3:10].[N-:20]=[N+:21]=[N-:22].[Na+].O, predict the reaction product. The product is: [CH3:1][O:2][C:3]1[CH:4]=[C:5]([CH:6]=[CH:7][C:8]=1[O:9][CH3:10])[C:11]([C:12]1[NH:22][N:21]=[N:20][C:13]=1[C:14]([O:16][CH2:17][CH3:18])=[O:15])=[O:19]. (5) Given the reactants Br[C:2]1[CH:7]=[CH:6][CH:5]=[CH:4][CH:3]=1.[NH2:8][C@H:9]1[C:18]2[C:13](=[CH:14][CH:15]=[C:16]([N:19]3[CH2:24][CH2:23][O:22][CH2:21][CH2:20]3)[CH:17]=2)[N:12]([C:25](=[O:27])[CH3:26])[C@@H:11]([CH3:28])[C@@H:10]1[CH3:29].CN(C1C(C2C(P(C3CCCCC3)C3CCCCC3)=CC=CC=2)=CC=CC=1)C.CC(C)([O-])C.[Na+], predict the reaction product. The product is: [CH3:28][C@H:11]1[C@H:10]([CH3:29])[C@@H:9]([NH:8][C:2]2[CH:7]=[CH:6][CH:5]=[CH:4][CH:3]=2)[C:18]2[C:13](=[CH:14][CH:15]=[C:16]([N:19]3[CH2:20][CH2:21][O:22][CH2:23][CH2:24]3)[CH:17]=2)[N:12]1[C:25](=[O:27])[CH3:26]. (6) Given the reactants [F:1][C:2]1[CH:7]=[CH:6][C:5]([C:8]2[C:13]([CH:14]=O)=[C:12]([CH:16]([CH3:18])[CH3:17])[N:11]=[C:10]([N:19]([CH3:24])[S:20]([CH3:23])(=[O:22])=[O:21])[N:9]=2)=[CH:4][CH:3]=1.[C:25]([CH:30]=P(C1C=CC=CC=1)(C1C=CC=CC=1)C1C=CC=CC=1)([O:27][CH2:28][CH3:29])=[O:26].CCCCCC, predict the reaction product. The product is: [F:1][C:2]1[CH:3]=[CH:4][C:5]([C:8]2[C:13](/[CH:14]=[CH:30]/[C:25]([O:27][CH2:28][CH3:29])=[O:26])=[C:12]([CH:16]([CH3:18])[CH3:17])[N:11]=[C:10]([N:19]([CH3:24])[S:20]([CH3:23])(=[O:21])=[O:22])[N:9]=2)=[CH:6][CH:7]=1. (7) Given the reactants C(OC([N:8]1[CH2:13][CH2:12][CH:11]([C:14]2[N:15]=[N:16][N:17]([CH2:19][C:20]3[CH:25]=[CH:24][CH:23]=[CH:22][CH:21]=3)[N:18]=2)[CH2:10][CH2:9]1)=O)(C)(C)C.C(Cl)Cl.C(O)(C(F)(F)F)=O, predict the reaction product. The product is: [CH2:19]([N:17]1[N:16]=[N:15][C:14]([CH:11]2[CH2:12][CH2:13][NH:8][CH2:9][CH2:10]2)=[N:18]1)[C:20]1[CH:21]=[CH:22][CH:23]=[CH:24][CH:25]=1.